Task: Binary Classification. Given a miRNA mature sequence and a target amino acid sequence, predict their likelihood of interaction.. Dataset: Experimentally validated miRNA-target interactions with 360,000+ pairs, plus equal number of negative samples (1) The miRNA is hsa-miR-6808-3p with sequence GUGUGACCACCGUUCCUGCAG. The protein sequence of the target gene is MAPDPVPTPGPASAQLRQTRYFTWEEVAQRSGREKERWLVIDRKVYNISDFSRRHPGGSRVISHYAGQDATDPFVAFHINKGLVRKYMNSLLIGELAPEQPSFEPTKNKALTDEFRELRATVERMGLMKANHLFFLVYLLHILLLDVAAWLTLWIFGTSLVPFILCAVLLSTVQAQAGWLQHDFGHLSVFGTSTWNHLLHHFVIGHLKGAPASWWNHMHFQHHAKPNCFRKDPDINMHPLFFALGKVLPVELGREKKKHMPYNHQHKYFFLIGPPALLPLYFQWYIFYFVVQRKKWVDLA.... Result: 0 (no interaction). (2) The miRNA is hsa-miR-335-5p with sequence UCAAGAGCAAUAACGAAAAAUGU. The protein sequence of the target gene is MSVRLRFLSPGDTGAVGVVGRSASFAGFSSAQSRRIAKSINRNSVRSRMPAKSSKMYGTLRKGSVCADPKPQQVKKIFEALKRGLKEYLCVQQAELDHLSGRHKDTRRNSRLAFYYDLDKQTRCVERHIRKMEFHISKVDELYEDYCIQCRLRDGASSMQRAFARCPPSRAARESLQELGRSLHECAEDMWLIEGALEVHLGEFHIRMKGLVGYARLCPGDHYEVLMRLGRQRWKLKGRIESDDSQTWDEEEKAFIPTLHENLDIKVTELRGLGSLAVGAVTCDIADFFTTRPQVIVVDI.... Result: 1 (interaction). (3) The miRNA is hsa-miR-3921 with sequence UCUCUGAGUACCAUAUGCCUUGU. The protein sequence of the target gene is MAPRPLGPLVLALGGAAAVLGSVLFILWKTYFGRGRERRWDRGEAWWGAEAARLPEWDEWDPEDEEDEEPALEELEQREVLVLGLDGAGKSTFLRVLSGKPPLEGHIPTWGFNSVRLPTKDFEVDLLEIGGSQNLRFYWKEFVSEVDVLVFVVDSADRLRLPWARQELHKLLDKDPDLPVVVVANKQDLSEAMSMGELQRELGLQAIDNQREVFLLAASIAPAGPTFEEPGTVHIWKLLLELLS. Result: 1 (interaction). (4) The miRNA is gga-miR-16-5p with sequence UAGCAGCACGUAAAUAUUGGUG. The protein sequence of the target gene is MENYEALVGFDLCNTPLSSVAQKIMSAMHSGDLVDSKTWGKSTETMEVINKSSVKYSVQLEDRKTQSPEKKDLKSLRSQTSRGSAKLSPQSFSVRLTDQLSADQKQKSISSLTLSSCLIPQYNQEASVLQKKGHKRKHFLMENINNENKGSINLKRKHITYNNLSEKTSKQMALEEDTDDAEGYLNSGNSGALKKHFCDIRHLDDWAKSQLIEMLKQAAALVITVMYTDGSTQLGADQTPVSSVRGIVVLVKRQAEGGHGCPDAPACGPVLEGFVSDDPCIYIQIEHSAIWDQEQEAHQQ.... Result: 0 (no interaction). (5) The miRNA is mmu-miR-879-3p with sequence GCUUAUGGCUUCAAGCUUUCGG. Result: 0 (no interaction). The protein sequence of the target gene is MSLLDCFCASRTRVESLRPEKQSETSIHQYLVDESAISRPPPSARASEVICSTDVSHYELQVEIGRGFDNLTSVHLARHTPTGTLVTVKITNLESCTEERLKALQRAVILSHFFQHPNITTYWTVFTVGSWLWVISPFMAYGSASQLLRTYFPDGMSETLIRNILFGAVQGLNYLHQNGCIHRSFKASHILISGDGLVTLSGLSHLHSLLKHGQRHRAVFDFPQFSTSVQPWLSPELLRQDLHGYNVKSDIYSVGITACELASGQVPFQDMHRTQMLLQKLKGPPYSPLDVSIFPQSDSR.... (6) The miRNA is mmu-miR-3552 with sequence AGGCUGCAGGCCCACUUCCCU. The protein sequence of the target gene is MAGWQSYVDNLMCDGCCQEAAIVGYCDAKYVWAATAGGVFQSITPIEIDMIVGKDREGFFTNGLTLGAKKCSVIRDSLYVDGDCTMDIRTKSQGGEPTYNVAVGRAGRVLVFVMGKEGVHGGGLNKKAYSMAKYLRDSGF. Result: 0 (no interaction). (7) The miRNA is mmu-miR-1958 with sequence UAGGAAAGUGGAAGCAGUAAGU. The protein sequence of the target gene is MAALPRGSRGLPLLPLLLLLPPLGGPRGADGYFPEERWSPESPLQAPRVLIALLARNAAPALPATLGALEQLRHPRERTALWVATDHNTDNTSAILREWLVAVKGLYHSVEWRPAEEPSSYPDEEGPKHWSDSRYEHVMKLRQAALKSARDMWADYILFMDIDNLITNPDTLSLLIAENKTVVAPMLDSRAAYSNFWCGMTSQGYYKRTPAYIPIRKRDRRGCFAVPMVHSTFLIDLRKAASRNLAFYPTHPDYTWSFDDIIVFAFSCKQAEVQMYVCNKEVYGFLPVPLRAHSSLQDEA.... Result: 0 (no interaction).